This data is from Catalyst prediction with 721,799 reactions and 888 catalyst types from USPTO. The task is: Predict which catalyst facilitates the given reaction. (1) Reactant: I[C:2]1[CH:7]=[CH:6][C:5]([O:8][CH3:9])=[CH:4][C:3]=1[OH:10].[C:11]([C:13]1[CH:14]=[N:15][N:16]([CH2:18][C:19]2[CH:24]=[CH:23][C:22]([O:25][CH3:26])=[CH:21][CH:20]=2)[CH:17]=1)#[CH:12].[CH3:27][O:28][C:29]1[CH:30]=[C:31](I)[CH:32]=[C:33]([O:37][CH3:38])[C:34]=1[O:35][CH3:36].[C:40](=O)([O-])[O-:41].[K+].[K+]. Product: [CH3:9][O:8][C:5]1[CH:6]=[CH:7][C:2]2[C:12]([C:40](=[O:41])[C:31]3[CH:30]=[C:29]([O:28][CH3:27])[C:34]([O:35][CH3:36])=[C:33]([O:37][CH3:38])[CH:32]=3)=[C:11]([C:13]3[CH:14]=[N:15][N:16]([CH2:18][C:19]4[CH:24]=[CH:23][C:22]([O:25][CH3:26])=[CH:21][CH:20]=4)[CH:17]=3)[O:10][C:3]=2[CH:4]=1. The catalyst class is: 125. (2) Reactant: Cl[C:2]1[C:7]2[CH:8]=[CH:9][O:10][C:6]=2[CH:5]=[CH:4][N:3]=1. Product: [O:10]1[C:6]2[CH:5]=[CH:4][N:3]=[CH:2][C:7]=2[CH:8]=[CH:9]1. The catalyst class is: 183. (3) Reactant: [CH3:1][N:2]([CH:10]1[CH2:15][CH2:14][N:13]([CH3:16])[CH2:12][CH2:11]1)[C:3]1[CH:8]=[CH:7][CH:6]=[C:5]([NH2:9])[N:4]=1.[CH:17]1([C:20]([Cl:22])=[O:21])[CH2:19][CH2:18]1. Product: [ClH:22].[CH3:1][N:2]([CH:10]1[CH2:15][CH2:14][N:13]([CH3:16])[CH2:12][CH2:11]1)[C:3]1[N:4]=[C:5]([NH:9][C:20]([CH:17]2[CH2:19][CH2:18]2)=[O:21])[CH:6]=[CH:7][CH:8]=1. The catalyst class is: 17. (4) Reactant: C(OC([N:8]1[C:16]2[C:11](=[CH:12][CH:13]=[CH:14][CH:15]=2)[CH:10]=[C:9]1[C:17]1[CH:22]=[CH:21][C:20]([Cl:23])=[C:19]([S:24]([CH2:27][C:28]2[CH:33]=[CH:32][CH:31]=[C:30]([Cl:34])[CH:29]=2)(=[O:26])=[O:25])[CH:18]=1)=O)(C)(C)C. Product: [Cl:23][C:20]1[CH:21]=[CH:22][C:17]([C:9]2[NH:8][C:16]3[C:11]([CH:10]=2)=[CH:12][CH:13]=[CH:14][CH:15]=3)=[CH:18][C:19]=1[S:24]([CH2:27][C:28]1[CH:33]=[CH:32][CH:31]=[C:30]([Cl:34])[CH:29]=1)(=[O:26])=[O:25]. The catalyst class is: 55.